This data is from Reaction yield outcomes from USPTO patents with 853,638 reactions. The task is: Predict the reaction yield, written as a fraction of the theoretical maximum amount of product (1.0 means a 100% yield; for example, 0.34 means a 34% yield). The catalyst is C(O)C.C(OCC)(=O)C.CCCCCC.[Fe]. The yield is 0.640. The product is [CH3:1][O:2][C:3]1[CH:4]=[C:5]2[C:10](=[CH:11][C:12]=1[O:13][CH3:14])[N:9]=[CH:8][CH:7]=[C:6]2[O:15][C:16]1[N:17]=[CH:18][C:19]([NH2:22])=[CH:20][CH:21]=1. The reactants are [CH3:1][O:2][C:3]1[CH:4]=[C:5]2[C:10](=[CH:11][C:12]=1[O:13][CH3:14])[N:9]=[CH:8][CH:7]=[C:6]2[O:15][C:16]1[CH:21]=[CH:20][C:19]([N+:22]([O-])=O)=[CH:18][N:17]=1.[Cl-].[NH4+].O.